This data is from Reaction yield outcomes from USPTO patents with 853,638 reactions. The task is: Predict the reaction yield, written as a fraction of the theoretical maximum amount of product (1.0 means a 100% yield; for example, 0.34 means a 34% yield). (1) The reactants are [CH3:1][C:2]1[C:8]([N+:9]([O-:11])=[O:10])=[CH:7][CH:6]=[CH:5][C:3]=1[NH2:4].[N:12]([O-])=O.[Na+]. The catalyst is C(O)(=O)C.O. The product is [N+:9]([C:8]1[CH:7]=[CH:6][CH:5]=[C:3]2[C:2]=1[CH:1]=[N:12][NH:4]2)([O-:11])=[O:10]. The yield is 0.810. (2) The reactants are Cl[C:2]1[CH:3]=[C:4]([CH:9]=C[CH:11]=1)[C:5]([O:7]O)=[O:6].[I:12][C:13]1[CH:18]=[CH:17][CH:16]=[CH:15][C:14]=1[S:19][CH3:20].[OH-:21].[Ca+2].[OH-]. The catalyst is ClCCl. The product is [C:5]([O:7][CH2:13][CH3:14])(=[O:6])[CH3:4].[CH3:11][CH2:2][CH2:3][CH:4]([CH3:9])[CH3:5].[I:12][C:13]1[CH:18]=[CH:17][CH:16]=[CH:15][C:14]=1[S:19]([CH3:20])=[O:21]. The yield is 0.400.